Dataset: Forward reaction prediction with 1.9M reactions from USPTO patents (1976-2016). Task: Predict the product of the given reaction. (1) Given the reactants C[O:2][C:3](=O)[C:4]([CH3:13])([CH3:12])[CH2:5][N:6]1[CH:10]=[C:9]([I:11])[CH:8]=[N:7]1.CC(C[AlH]CC(C)C)C.[OH-].[NH4+], predict the reaction product. The product is: [I:11][C:9]1[CH:8]=[N:7][N:6]([CH2:5][C:4]([CH3:13])([CH3:12])[CH2:3][OH:2])[CH:10]=1. (2) Given the reactants [N:1]1[CH:6]=[CH:5][CH:4]=[C:3]([N:7]2[CH:16]=[C:10]3[C:11](=[O:15])[NH:12][CH2:13][CH2:14][C:9]3=[N:8]2)[CH:2]=1.Br[C:18]1[CH:23]=[CH:22][CH:21]=[CH:20][N:19]=1.C(=O)([O-])[O-].[Cs+].[Cs+].N[C@@H]1CCCC[C@H]1N, predict the reaction product. The product is: [N:19]1[CH:20]=[CH:21][CH:22]=[CH:23][C:18]=1[N:12]1[CH2:13][CH2:14][C:9]2=[N:8][N:7]([C:3]3[CH:2]=[N:1][CH:6]=[CH:5][CH:4]=3)[CH:16]=[C:10]2[C:11]1=[O:15].